From a dataset of Reaction yield outcomes from USPTO patents with 853,638 reactions. Predict the reaction yield, written as a fraction of the theoretical maximum amount of product (1.0 means a 100% yield; for example, 0.34 means a 34% yield). The reactants are [F:1][C:2]1[C:3]([CH3:33])=[C:4]([C@:8]2([C:21]([O:23][CH2:24][C:25]3[CH:30]=[CH:29][C:28]([O:31][CH3:32])=[CH:27][CH:26]=3)=[O:22])[CH2:12][CH2:11][C:10](OS(C(F)(F)F)(=O)=O)=[CH:9]2)[CH:5]=[CH:6][CH:7]=1.[CH2:34]([N:36]([CH2:53][CH3:54])[CH2:37][CH2:38][N:39]1[CH:43]=[C:42](B2OC(C)(C)C(C)(C)O2)[CH:41]=[N:40]1)[CH3:35].C(=O)([O-])[O-].[Cs+].[Cs+].ClCCl. The catalyst is COCCOC.C1C=CC(P(C2C=CC=CC=2)[C-]2C=CC=C2)=CC=1.C1C=CC(P(C2C=CC=CC=2)[C-]2C=CC=C2)=CC=1.Cl[Pd]Cl.[Fe+2].O. The product is [CH2:53]([N:36]([CH2:34][CH3:35])[CH2:37][CH2:38][N:39]1[CH:43]=[C:42]([C:10]2[CH2:11][CH2:12][C@:8]([C:4]3[CH:5]=[CH:6][CH:7]=[C:2]([F:1])[C:3]=3[CH3:33])([C:21]([O:23][CH2:24][C:25]3[CH:26]=[CH:27][C:28]([O:31][CH3:32])=[CH:29][CH:30]=3)=[O:22])[CH:9]=2)[CH:41]=[N:40]1)[CH3:54]. The yield is 0.780.